Task: Predict the reactants needed to synthesize the given product.. Dataset: Full USPTO retrosynthesis dataset with 1.9M reactions from patents (1976-2016) (1) Given the product [Na+:55].[CH2:37]([C:23]1[CH:24]=[C:25]([C:44]2[O:43][CH:47]=[CH:46][CH:45]=2)[C:26]([OH:28])=[CH:27][C:22]=1[O:21][CH2:20][CH2:19][CH2:18][O:17][C:13]1[C:12]([CH2:39][CH2:40][CH3:41])=[C:11]([CH:16]=[CH:15][CH:14]=1)[O:10][C:5]1[CH:6]=[CH:7][CH:8]=[CH:9][C:4]=1[C:3]([O-:42])=[O:2])[CH3:38], predict the reactants needed to synthesize it. The reactants are: C[O:2][C:3](=[O:42])[C:4]1[CH:9]=[CH:8][CH:7]=[CH:6][C:5]=1[O:10][C:11]1[CH:16]=[CH:15][CH:14]=[C:13]([O:17][CH2:18][CH2:19][CH2:20][O:21][C:22]2[CH:27]=[C:26]([O:28][Si](C(C)(C)C)(C)C)[C:25](Br)=[CH:24][C:23]=2[CH2:37][CH3:38])[C:12]=1[CH2:39][CH2:40][CH3:41].[O:43]1[CH:47]=[CH:46][CH:45]=[C:44]1B(O)O.C(=O)([O-])[O-].[Na+:55].[Na+]. (2) Given the product [Cl:1][C:2]1[CH:7]=[CH:6][C:5]([C:8]2[CH:13]=[C:12]([C:14]([F:15])([F:17])[F:16])[N:11]3[N:18]=[CH:19][C:20]([C:21]#[C:22][C:25]4[CH:26]=[N:27][CH:28]=[CH:29][CH:30]=4)=[C:10]3[N:9]=2)=[CH:4][C:3]=1[CH3:23], predict the reactants needed to synthesize it. The reactants are: [Cl:1][C:2]1[CH:7]=[CH:6][C:5]([C:8]2[CH:13]=[C:12]([C:14]([F:17])([F:16])[F:15])[N:11]3[N:18]=[CH:19][C:20]([C:21]#[CH:22])=[C:10]3[N:9]=2)=[CH:4][C:3]=1[CH3:23].Br[C:25]1[CH:26]=[N:27][CH:28]=[CH:29][CH:30]=1. (3) Given the product [CH2:1]([O:3][C:4](=[O:21])[C:5]([CH3:20])([CH3:19])[CH2:6][CH2:7][CH2:8][CH2:9][CH2:10][CH:11]([Br:22])[C:12]1[CH:17]=[CH:16][CH:15]=[CH:14][C:13]=1[Cl:18])[CH3:2], predict the reactants needed to synthesize it. The reactants are: [CH2:1]([O:3][C:4](=[O:21])[C:5]([CH3:20])([CH3:19])[CH2:6][CH2:7][CH2:8][CH2:9][CH:10]=[CH:11][C:12]1[CH:17]=[CH:16][CH:15]=[CH:14][C:13]=1[Cl:18])[CH3:2].[BrH:22]. (4) Given the product [CH3:3][O:4][C:5](=[O:19])[C:6]1[CH:11]=[CH:10][C:9]([CH:12]2[CH2:13][N:14]([CH3:15])[C:25](=[O:26])[N:23]([CH3:24])[CH2:22]2)=[CH:8][CH:7]=1, predict the reactants needed to synthesize it. The reactants are: [H-].[Na+].[CH3:3][O:4][C:5](=[O:19])[C:6]1[CH:11]=[CH:10][C:9]([CH:12]2CN[C:15](=O)[NH:14][CH2:13]2)=[CH:8][CH:7]=1.CI.[CH3:22][N:23]([CH:25]=[O:26])[CH3:24]. (5) Given the product [Br:21][C:22]1[CH:28]=[C:27]([CH3:29])[C:25]([NH:26][C:2]2[N:6]([CH3:7])[C:5]3[C:8]([N:12]4[C:16]([CH2:17][CH3:18])=[CH:15][C:14]([CH2:19][CH3:20])=[N:13]4)=[CH:9][CH:10]=[CH:11][C:4]=3[N:3]=2)=[C:24]([O:30][CH3:31])[CH:23]=1, predict the reactants needed to synthesize it. The reactants are: Cl[C:2]1[N:6]([CH3:7])[C:5]2[C:8]([N:12]3[C:16]([CH2:17][CH3:18])=[CH:15][C:14]([CH2:19][CH3:20])=[N:13]3)=[CH:9][CH:10]=[CH:11][C:4]=2[N:3]=1.[Br:21][C:22]1[CH:28]=[C:27]([CH3:29])[C:25]([NH2:26])=[C:24]([O:30][CH3:31])[CH:23]=1.CN1CCCC1=O.C(=O)([O-])O.[Na+]. (6) The reactants are: [C:1]([C:9]1[CH:17]=[C:16]([Br:18])[CH:15]=[CH:14][C:10]=1[C:11]([OH:13])=O)(=[O:8])[C:2]1[CH:7]=[CH:6][CH:5]=[CH:4][CH:3]=1.[CH3:19][S:20]([C:23]1[CH:36]=[CH:35][C:26]([CH2:27][NH:28][CH2:29][CH:30]([OH:34])[CH2:31][CH2:32][CH3:33])=[CH:25][CH:24]=1)(=[O:22])=[O:21].Cl.C(N=C=NCCCN(C)C)C.O.ON1C2C=CC=CC=2N=N1. Given the product [C:1]([C:9]1[CH:17]=[C:16]([Br:18])[CH:15]=[CH:14][C:10]=1[C:11]([N:28]([CH2:29][CH:30]([OH:34])[CH2:31][CH2:32][CH3:33])[CH2:27][C:26]1[CH:25]=[CH:24][C:23]([S:20]([CH3:19])(=[O:22])=[O:21])=[CH:36][CH:35]=1)=[O:13])(=[O:8])[C:2]1[CH:3]=[CH:4][CH:5]=[CH:6][CH:7]=1, predict the reactants needed to synthesize it.